Dataset: Forward reaction prediction with 1.9M reactions from USPTO patents (1976-2016). Task: Predict the product of the given reaction. (1) Given the reactants [Cl:1][C:2]1[CH:7]=[CH:6][CH:5]=[CH:4][C:3]=1[N:8]1[C:12]([CH:13]=[CH2:14])=[C:11]2[CH2:15][N:16]([CH:19]([CH3:21])[CH3:20])[C:17](=[O:18])[C:10]2=[N:9]1.[Cl:22][C:23]1[CH:28]=[CH:27][C:26](I)=[CH:25][CH:24]=1, predict the reaction product. The product is: [Cl:1][C:2]1[CH:7]=[CH:6][CH:5]=[CH:4][C:3]=1[N:8]1[C:12]([CH:13]=[CH:14][C:26]2[CH:27]=[CH:28][C:23]([Cl:22])=[CH:24][CH:25]=2)=[C:11]2[CH2:15][N:16]([CH:19]([CH3:21])[CH3:20])[C:17](=[O:18])[C:10]2=[N:9]1. (2) The product is: [Br:3][C:4]1[N:9]=[CH:8][C:7]2[CH:10]=[C:11]([C:13]3[CH:17]=[N:16][N:15]([CH2:19][O:20][CH2:21][CH2:22][Si:23]([CH3:26])([CH3:25])[CH3:24])[CH:14]=3)[N:12]([CH2:19][O:20][CH2:21][CH2:22][Si:23]([CH3:26])([CH3:25])[CH3:24])[C:6]=2[CH:5]=1. Given the reactants [H-].[Na+].[Br:3][C:4]1[N:9]=[CH:8][C:7]2[CH:10]=[C:11]([C:13]3[CH:14]=[N:15][NH:16][CH:17]=3)[NH:12][C:6]=2[CH:5]=1.Cl[CH2:19][O:20][CH2:21][CH2:22][Si:23]([CH3:26])([CH3:25])[CH3:24], predict the reaction product. (3) Given the reactants [CH2:1]([O:8][C:9]([N:11]1[CH2:15][CH:14]2[C:16](=[O:21])[C:17]([F:20])([F:19])[CH2:18][CH:13]2[CH2:12]1)=[O:10])[C:2]1[CH:7]=[CH:6][CH:5]=[CH:4][CH:3]=1.C([BH-](C(CC)C)C(CC)C)(CC)C.[Li+].OO, predict the reaction product. The product is: [CH2:1]([O:8][C:9]([N:11]1[CH2:15][CH:14]2[CH:16]([OH:21])[C:17]([F:20])([F:19])[CH2:18][CH:13]2[CH2:12]1)=[O:10])[C:2]1[CH:7]=[CH:6][CH:5]=[CH:4][CH:3]=1. (4) Given the reactants [Br:1][C:2]1[C:3]([OH:17])=[CH:4][C:5]2[C:6]([CH3:16])([CH3:15])[CH2:7][CH:8]=[C:9]([CH:12]([CH3:14])[CH3:13])[C:10]=2[CH:11]=1.I[CH2:19][CH2:20][CH2:21][CH3:22], predict the reaction product. The product is: [Br:1][C:2]1[CH:11]=[C:10]2[C:5](=[CH:4][C:3]=1[O:17][CH2:19][CH2:20][CH2:21][CH3:22])[C:6]([CH3:15])([CH3:16])[CH2:7][CH:8]=[C:9]2[CH:12]([CH3:13])[CH3:14]. (5) Given the reactants C[O:2][C:3](=O)[CH2:4][CH2:5][C:6]1[N:7]([CH2:11][C:12]2[CH:17]=[CH:16][CH:15]=[CH:14][C:13]=2[Br:18])[CH:8]=[N:9][CH:10]=1.[BH4-].[Na+], predict the reaction product. The product is: [Br:18][C:13]1[CH:14]=[CH:15][CH:16]=[CH:17][C:12]=1[CH2:11][N:7]1[C:6]([CH2:5][CH2:4][CH2:3][OH:2])=[CH:10][N:9]=[CH:8]1. (6) Given the reactants Br[CH:2]([C:16](=O)[CH3:17])[CH2:3][CH2:4][N:5]1[C:13](=[O:14])[C:12]2[C:7](=[CH:8][CH:9]=[CH:10][CH:11]=2)[C:6]1=[O:15].[C:19]([NH2:27])(=[NH:26])[C:20]1[CH:25]=[CH:24][CH:23]=[CH:22][CH:21]=1.C(=O)([O-])[O-].[K+].[K+], predict the reaction product. The product is: [CH3:17][C:16]1[NH:27][C:19]([C:20]2[CH:25]=[CH:24][CH:23]=[CH:22][CH:21]=2)=[N:26][C:2]=1[CH2:3][CH2:4][N:5]1[C:13](=[O:14])[C:12]2[C:7](=[CH:8][CH:9]=[CH:10][CH:11]=2)[C:6]1=[O:15]. (7) Given the reactants Br[C:2]1[CH:3]=[CH:4][C:5]([C:8]#[N:9])=[N:6][CH:7]=1.[CH:10]1([C:16]#[CH:17])[CH2:15][CH2:14][CH2:13][CH2:12][CH2:11]1.C(N(CC)CC)C.C1COCC1, predict the reaction product. The product is: [CH:10]1([C:16]#[C:17][C:2]2[CH:3]=[CH:4][C:5]([C:8]#[N:9])=[N:6][CH:7]=2)[CH2:15][CH2:14][CH2:13][CH2:12][CH2:11]1.